Predict which catalyst facilitates the given reaction. From a dataset of Catalyst prediction with 721,799 reactions and 888 catalyst types from USPTO. (1) Reactant: Br[CH2:2][C:3]([O:5][CH3:6])=[O:4].[NH2:7][C:8]1[N:13]=[C:12]([CH3:14])[C:11]([CH2:15][C:16]2[CH:21]=[CH:20][C:19]([OH:22])=[CH:18][C:17]=2[O:23][CH3:24])=[C:10]([NH:25][CH2:26][CH2:27][CH2:28][CH2:29][CH3:30])[N:9]=1.C([O-])([O-])=O.[K+].[K+]. Product: [NH2:7][C:8]1[N:13]=[C:12]([CH3:14])[C:11]([CH2:15][C:16]2[CH:21]=[CH:20][C:19]([O:22][CH2:2][C:3]([O:5][CH3:6])=[O:4])=[CH:18][C:17]=2[O:23][CH3:24])=[C:10]([NH:25][CH2:26][CH2:27][CH2:28][CH2:29][CH3:30])[N:9]=1. The catalyst class is: 3. (2) Product: [N+:8]([CH2:11][CH:18]([C:19]1[CH:24]=[CH:23][CH:22]=[CH:21][CH:20]=1)[S:25][CH:1]1[CH2:6][CH2:5][CH2:4][CH2:3][CH2:2]1)([O-:10])=[O:9]. The catalyst class is: 10. Reactant: [C:1]1(=O)[CH2:6][CH2:5][CH2:4][CH2:3][CH2:2]1.[N+:8]([CH3:11])([O-:10])=[O:9].N1CCCCC1.[CH2:18]([SH:25])[C:19]1[CH:24]=[CH:23][CH:22]=[CH:21][CH:20]=1. (3) Reactant: [C:1]([O:5][C:6]([NH:8][C@@H:9]([C:11]([OH:13])=O)[CH3:10])=[O:7])([CH3:4])([CH3:3])[CH3:2].O.ON1C2C=CC=CC=2N=N1.Cl.CN(C)CCCN=C=NCC.O[NH:38][C:39](=[NH:41])[CH3:40]. Product: [CH3:40][C:39]1[N:41]=[C:11]([C@H:9]([NH:8][C:6](=[O:7])[O:5][C:1]([CH3:2])([CH3:3])[CH3:4])[CH3:10])[O:13][N:38]=1. The catalyst class is: 374. (4) Reactant: [CH2:1]([NH:5][C:6](=[O:18])[N:7]([C:13](=[O:17])[CH2:14][C:15]#[N:16])[CH:8]1[CH2:12][CH2:11][CH2:10][CH2:9]1)[CH2:2][CH2:3][CH3:4].[OH-].[Na+].N1C=CC(=O)N[C:22]1=O.[N:29]([C:32]1[CH:37]=[CH:36][C:35](OC)=CC=1)=[C:30]=[S:31].[C:40]([O:43][CH2:44][CH3:45])(=O)C. Product: [NH2:16][C:15]1[N:5]([CH2:1][CH2:2][CH2:3][CH3:4])[C:6](=[O:18])[N:7]([CH:8]2[CH2:12][CH2:11][CH2:10][CH2:9]2)[C:13](=[O:17])[C:14]=1[C:30](=[S:31])[NH:29][CH2:32][C:37]1[CH:22]=[CH:45][C:44]([O:43][CH3:40])=[CH:35][CH:36]=1. The catalyst class is: 475. (5) The catalyst class is: 12. Product: [ClH:27].[NH2:7][C@H:8]1[CH2:11][C@H:10]([N:12]2[C:16]3=[N:17][CH:18]=[C:19]([Br:21])[N:20]=[C:15]3[N:14]([CH:22]3[CH2:23][CH2:24]3)[C:13]2=[O:25])[CH2:9]1. Reactant: C(OC(=O)[NH:7][C@H:8]1[CH2:11][C@H:10]([N:12]2[C:16]3=[N:17][CH:18]=[C:19]([Br:21])[N:20]=[C:15]3[N:14]([CH:22]3[CH2:24][CH2:23]3)[C:13]2=[O:25])[CH2:9]1)(C)(C)C.[ClH:27]. (6) Reactant: [F:1][C:2]1[CH:7]=[C:6]([O:8][CH2:9][CH2:10][C@@H:11]2[CH2:13][C@@H:12]2[CH:14]2[CH2:19][CH2:18][N:17]([C:20]3[O:24][N:23]=[C:22]([CH:25]([CH3:27])[CH3:26])[N:21]=3)[CH2:16][CH2:15]2)[CH:5]=[C:4]([F:28])[C:3]=1[CH2:29][C:30]([OH:32])=O.Cl.[NH:34]1[CH2:37][CH:36]([OH:38])[CH2:35]1.C(N(CC)C(C)C)(C)C.CN(C(ON1N=NC2C=CC=NC1=2)=[N+](C)C)C.F[P-](F)(F)(F)(F)F. Product: [F:28][C:4]1[CH:5]=[C:6]([O:8][CH2:9][CH2:10][C@@H:11]2[CH2:13][C@@H:12]2[CH:14]2[CH2:19][CH2:18][N:17]([C:20]3[O:24][N:23]=[C:22]([CH:25]([CH3:26])[CH3:27])[N:21]=3)[CH2:16][CH2:15]2)[CH:7]=[C:2]([F:1])[C:3]=1[CH2:29][C:30]([N:34]1[CH2:37][CH:36]([OH:38])[CH2:35]1)=[O:32]. The catalyst class is: 3. (7) The catalyst class is: 3. Reactant: [CH2:1]([O:3][C:4]([C:6]1[N:7]=[C:8]2[N:14]([C:15](=[O:18])[C:16]=1[OH:17])[CH2:13][CH:12]1[CH2:19][CH2:20][C:9]2([O:21][CH2:22][CH2:23][OH:24])[CH2:10][CH2:11]1)=[O:5])[CH3:2].C([O-])([O-])=O.[K+].[K+].Br[CH2:32][C:33]1[CH:38]=[CH:37][CH:36]=[CH:35][CH:34]=1. Product: [CH2:1]([O:3][C:4]([C:6]1[N:7]=[C:8]2[N:14]([C:15](=[O:18])[C:16]=1[O:17][CH2:32][C:33]1[CH:38]=[CH:37][CH:36]=[CH:35][CH:34]=1)[CH2:13][CH:12]1[CH2:19][CH2:20][C:9]2([O:21][CH2:22][CH2:23][OH:24])[CH2:10][CH2:11]1)=[O:5])[CH3:2]. (8) Reactant: [C:1]1([CH2:7][O:8][C:9]([N:11]2[CH2:16][CH2:15][CH2:14][C@H:13]([C:17]([OH:19])=O)[CH2:12]2)=[O:10])[CH:6]=[CH:5][CH:4]=[CH:3][CH:2]=1.[NH2:20][CH2:21][CH2:22][NH:23][C:24](=[O:30])[O:25][C:26]([CH3:29])([CH3:28])[CH3:27].CN(C(ON1N=NC2C=CC=CC1=2)=[N+](C)C)C.F[P-](F)(F)(F)(F)F.CCN(C(C)C)C(C)C. Product: [CH3:29][C:26]([O:25][C:24]([NH:23][CH2:22][CH2:21][NH:20][C:17]([C@H:13]1[CH2:14][CH2:15][CH2:16][N:11]([C:9]([O:8][CH2:7][C:1]2[CH:2]=[CH:3][CH:4]=[CH:5][CH:6]=2)=[O:10])[CH2:12]1)=[O:19])=[O:30])([CH3:27])[CH3:28]. The catalyst class is: 2. (9) The catalyst class is: 9. Reactant: C(OC(=O)[C:5](Cl)([F:7])[F:6])C.[OH:10][C:11]1[CH:20]=[C:19]2[C:14]([N:15]=[CH:16][C:17]([O:21][CH2:22][CH2:23][N:24]3[CH2:29][CH2:28][CH:27]([NH:30][C:31]([C:33]4[CH:34]=[CH:35][C:36]5[S:41][CH2:40][C:39](=[O:42])[NH:38][C:37]=5[CH:43]=4)=[O:32])[CH2:26][CH2:25]3)=[N:18]2)=[CH:13][CH:12]=1.C(=O)([O-])[O-].[K+].[K+]. Product: [F:6][CH:5]([F:7])[O:10][C:11]1[CH:20]=[C:19]2[C:14]([N:15]=[CH:16][C:17]([O:21][CH2:22][CH2:23][N:24]3[CH2:29][CH2:28][CH:27]([NH:30][C:31]([C:33]4[CH:34]=[CH:35][C:36]5[S:41][CH2:40][C:39](=[O:42])[NH:38][C:37]=5[CH:43]=4)=[O:32])[CH2:26][CH2:25]3)=[N:18]2)=[CH:13][CH:12]=1. (10) Reactant: [NH2:1][C:2]1[N:3]=[CH:4][C:5]([C:8]2[C:13]([F:14])=[CH:12][C:11]([C:15]3[C:16]([SH:21])=[CH:17][CH:18]=[CH:19][CH:20]=3)=[CH:10][CH:9]=2)=[N:6][CH:7]=1.[Cl:22][C:23]1[N:28]=[CH:27][CH:26]=[CH:25][N:24]=1.CCN(C(C)C)C(C)C.C1C=CC(P(C2C=CC=CC=2)C2C=CC=CC=2)=CC=1. Product: [ClH:22].[F:14][C:13]1[CH:12]=[C:11]([C:15]2[CH:20]=[CH:19][CH:18]=[CH:17][C:16]=2[S:21][C:23]2[N:28]=[CH:27][CH:26]=[CH:25][N:24]=2)[CH:10]=[CH:9][C:8]=1[C:5]1[N:6]=[CH:7][C:2]([NH2:1])=[N:3][CH:4]=1. The catalyst class is: 3.